Dataset: Full USPTO retrosynthesis dataset with 1.9M reactions from patents (1976-2016). Task: Predict the reactants needed to synthesize the given product. Given the product [I:10][C:8]1[CH:9]=[C:4]2[C:5](=[CH:6][CH:7]=1)[N:11]=[C:12]([C:13]([O:15][CH2:16][CH3:17])=[O:14])[NH:1][C:2]2=[O:3], predict the reactants needed to synthesize it. The reactants are: [NH2:1][C:2]([C:4]1[CH:9]=[C:8]([I:10])[CH:7]=[CH:6][C:5]=1[NH:11][C:12](=O)[C:13]([O:15][CH2:16][CH3:17])=[O:14])=[O:3].CC[O-].[Na+].Cl.